From a dataset of Peptide-MHC class II binding affinity with 134,281 pairs from IEDB. Regression. Given a peptide amino acid sequence and an MHC pseudo amino acid sequence, predict their binding affinity value. This is MHC class II binding data. (1) The peptide sequence is EKKYFAAYQFEPLAA. The MHC is DRB1_1602 with pseudo-sequence DRB1_1602. The binding affinity (normalized) is 0.668. (2) The peptide sequence is QKKYIYNLIMNTQNK. The MHC is DRB1_0802 with pseudo-sequence DRB1_0802. The binding affinity (normalized) is 0.123. (3) The peptide sequence is KKGAAWTVYVGIVTMLSK. The MHC is HLA-DQA10501-DQB10302 with pseudo-sequence HLA-DQA10501-DQB10302. The binding affinity (normalized) is 0.281. (4) The peptide sequence is SVCNKVKGLKVFNTR. The MHC is DRB1_1501 with pseudo-sequence DRB1_1501. The binding affinity (normalized) is 0.983. (5) The peptide sequence is DFREFSRAKGLNQEI. The MHC is DRB1_0405 with pseudo-sequence DRB1_0405. The binding affinity (normalized) is 0.530. (6) The peptide sequence is GSDPKKLVLDIKYTR. The MHC is HLA-DQA10104-DQB10503 with pseudo-sequence HLA-DQA10104-DQB10503. The binding affinity (normalized) is 0. (7) The peptide sequence is GLLHPILVIRNQKVS. The MHC is DRB1_0405 with pseudo-sequence DRB1_0405. The binding affinity (normalized) is 0.514.